From a dataset of Full USPTO retrosynthesis dataset with 1.9M reactions from patents (1976-2016). Predict the reactants needed to synthesize the given product. (1) Given the product [CH3:23][C:20]1([CH3:24])[CH2:19][O:18][CH:17]([CH2:16][NH:15][C:13]2[N:14]=[C:9]([OH:8])[CH:10]=[CH:11][C:12]=2[F:25])[CH2:22][O:21]1, predict the reactants needed to synthesize it. The reactants are: C([O:8][C:9]1[N:14]=[C:13]([NH:15][CH2:16][CH:17]2[CH2:22][O:21][C:20]([CH3:24])([CH3:23])[CH2:19][O:18]2)[C:12]([F:25])=[CH:11][CH:10]=1)C1C=CC=CC=1. (2) Given the product [Cl:1][C:2]1[CH:16]=[CH:15][C:5]([O:6][C:7]2[CH:14]=[CH:13][CH:12]=[CH:11][C:8]=2[CH2:9][NH2:10])=[CH:4][CH:3]=1, predict the reactants needed to synthesize it. The reactants are: [Cl:1][C:2]1[CH:16]=[CH:15][C:5]([O:6][C:7]2[CH:14]=[CH:13][CH:12]=[CH:11][C:8]=2[C:9]#[N:10])=[CH:4][CH:3]=1.[H-].[H-].[H-].[H-].[Li+].[Al+3]. (3) Given the product [OH:1][C:2]1[CH:3]=[CH:4][C:5]([S:8][CH2:9][CH2:10][CH2:11][C:12]([N:25]([CH3:26])[CH2:24][C:23]2[CH:27]=[CH:28][CH:29]=[CH:30][C:22]=2[CH2:15][C:16]2[CH:21]=[CH:20][CH:19]=[CH:18][CH:17]=2)=[O:14])=[CH:6][CH:7]=1, predict the reactants needed to synthesize it. The reactants are: [OH:1][C:2]1[CH:7]=[CH:6][C:5]([S:8][CH2:9][CH2:10][CH2:11][C:12]([OH:14])=O)=[CH:4][CH:3]=1.[CH2:15]([C:22]1[CH:30]=[CH:29][CH:28]=[CH:27][C:23]=1[CH2:24][NH:25][CH3:26])[C:16]1[CH:21]=[CH:20][CH:19]=[CH:18][CH:17]=1. (4) Given the product [F:1][C:2]1[CH:10]=[CH:9][CH:8]=[C:7]2[C:3]=1[C:4]([C:11]([NH:20][CH:17]1[CH2:18][CH2:19][O:14][CH2:15][CH2:16]1)=[O:13])=[CH:5][NH:6]2, predict the reactants needed to synthesize it. The reactants are: [F:1][C:2]1[CH:10]=[CH:9][CH:8]=[C:7]2[C:3]=1[C:4]([C:11]([OH:13])=O)=[CH:5][NH:6]2.[O:14]1[CH2:19][CH2:18][CH:17]([NH2:20])[CH2:16][CH2:15]1. (5) Given the product [CH2:26]([O:25][C:23]1[CH:22]=[C:17]([CH:16]=[C:15]([C:13]2[NH:14][N:3]=[N:2][N:1]=2)[CH:24]=1)[C:18]([O:20][CH3:21])=[O:19])[C:27]1[CH:28]=[CH:29][CH:30]=[CH:31][CH:32]=1, predict the reactants needed to synthesize it. The reactants are: [N-:1]=[N+:2]=[N-:3].[Na+].Cl.C(N(CC)CC)C.[C:13]([C:15]1[CH:16]=[C:17]([CH:22]=[C:23]([O:25][CH2:26][C:27]2[CH:32]=[CH:31][CH:30]=[CH:29][CH:28]=2)[CH:24]=1)[C:18]([O:20][CH3:21])=[O:19])#[N:14].Cl. (6) Given the product [C:1]([O:4][C@@H:5]1[C@@H:10]([O:11][C:12](=[O:14])[CH3:13])[C@H:9]([O:15][C:16](=[O:18])[CH3:17])[C@@H:8]([CH2:19][O:20][C:21](=[O:23])[CH3:22])[O:7][C@H:6]1[O:24][C:25]1[C:29]([CH2:30][C:31]2[CH:36]=[CH:35][C:34]([O:37][CH2:67][CH2:66][CH2:71][NH:57][C@H:58]([C:59](=[O:60])[NH2:61])[CH3:62])=[CH:33][CH:32]=2)=[C:28]([CH:42]([CH3:43])[CH3:44])[NH:27][N:26]=1)(=[O:3])[CH3:2], predict the reactants needed to synthesize it. The reactants are: [C:1]([O:4][C@@H:5]1[C@@H:10]([O:11][C:12](=[O:14])[CH3:13])[C@H:9]([O:15][C:16](=[O:18])[CH3:17])[C@@H:8]([CH2:19][O:20][C:21](=[O:23])[CH3:22])[O:7][C@H:6]1[O:24][C:25]1[C:29]([CH2:30][C:31]2[CH:36]=[CH:35][C:34]([O:37]CCCO)=[CH:33][CH:32]=2)=[C:28]([CH:42]([CH3:44])[CH3:43])[NH:27][N:26]=1)(=[O:3])[CH3:2].[N+](C1C=CC=CC=1S([NH:57][C@@H:58]([CH3:62])[C:59]([NH2:61])=[O:60])(=O)=O)([O-])=O.[N+]([C:66]1[CH:71]=CC=C[C:67]=1S(NCC(N)=O)(=O)=O)([O-])=O. (7) Given the product [NH2:31][C:19]([CH3:21])([CH2:20][N:7]1[N:6]=[C:5]2[C:9]([CH3:11])=[CH:10][C:2]([Br:1])=[C:3]([F:12])[C:4]2=[N:8]1)[C:17]#[N:18].[Br:1][C:2]1[CH:10]=[C:9]([CH3:11])[C:5]2[NH:6][N:7]=[N:8][C:4]=2[C:3]=1[F:12].[Br:13][C:14]1[CH:20]=[C:19]([CH3:21])[C:17]([NH2:18])=[C:16]([N+:22]([O-:24])=[O:23])[C:15]=1[F:25], predict the reactants needed to synthesize it. The reactants are: [Br:1][C:2]1[CH:10]=[C:9]([CH3:11])[C:5]2[NH:6][N:7]=[N:8][C:4]=2[C:3]=1[F:12].[Br:13][C:14]1[CH:20]=[C:19]([CH3:21])[C:17]([NH2:18])=[C:16]([N+:22]([O-:24])=[O:23])[C:15]=1[F:25].BrC1C(F)=CC([NH2:31])=C(C)C=1.